This data is from Reaction yield outcomes from USPTO patents with 853,638 reactions. The task is: Predict the reaction yield, written as a fraction of the theoretical maximum amount of product (1.0 means a 100% yield; for example, 0.34 means a 34% yield). (1) The reactants are [F:1][C:2]1[CH:10]=[CH:9][C:8]([N+:11]([O-:13])=[O:12])=[C:7]2[C:3]=1[CH:4]=[C:5]([C:14]([O:16][CH2:17][CH3:18])=[O:15])[NH:6]2.[H-].[Na+].CN(C)C=O.[CH3:26][O:27][CH2:28]Cl. The catalyst is O1CCCC1.C(OCC)(=O)C. The product is [F:1][C:2]1[CH:10]=[CH:9][C:8]([N+:11]([O-:13])=[O:12])=[C:7]2[C:3]=1[CH:4]=[C:5]([C:14]([O:16][CH2:17][CH3:18])=[O:15])[N:6]2[CH2:26][O:27][CH3:28]. The yield is 0.810. (2) The reactants are N(C(N1CCCCC1)=O)=NC(N1CCCCC1)=O.[OH:19][C:20]1[CH:21]=[C:22]2[C:26](=[CH:27][CH:28]=1)[NH:25][C:24]([CH2:29][CH:30]([CH2:35][CH2:36][CH3:37])[C:31]([O:33]C)=[O:32])=[CH:23]2.O[CH2:39][CH2:40][CH2:41][NH:42][C:43]1[CH:48]=[CH:47][CH:46]=[CH:45][N:44]=1.C(P(CCCC)CCCC)CCC. The catalyst is O1CCCC1. The product is [N:44]1[CH:45]=[CH:46][CH:47]=[CH:48][C:43]=1[NH:42][CH2:41][CH2:40][CH2:39][O:19][C:20]1[CH:21]=[C:22]2[C:26](=[CH:27][CH:28]=1)[NH:25][C:24]([CH2:29][CH:30]([CH2:35][CH2:36][CH3:37])[C:31]([OH:33])=[O:32])=[CH:23]2. The yield is 0.360. (3) The reactants are [O:1]1[CH:5]=[CH:4][N:3]=[CH:2]1.C([Li])CCC.[O:11]1[CH:15]=[C:14]([CH:16]=[O:17])[N:13]=[CH:12]1. The catalyst is C1COCC1. The product is [O:1]1[CH:5]=[C:4]([CH:16]([C:14]2[N:13]=[CH:12][O:11][CH:15]=2)[OH:17])[N:3]=[CH:2]1. The yield is 0.290. (4) The yield is 0.500. The catalyst is CC(N(C)C)=O.O. The product is [CH3:1][NH:2][C:3]([C:5]1[C:13]2[C:8](=[N:9][C:10]([N:16]([CH2:32][CH2:31][CH2:30][CH2:29][Br:28])[S:17]([CH3:20])(=[O:19])=[O:18])=[C:11]([CH2:14][CH3:15])[CH:12]=2)[O:7][C:6]=1[C:21]1[CH:22]=[CH:23][C:24]([F:27])=[CH:25][CH:26]=1)=[O:4]. The reactants are [CH3:1][NH:2][C:3]([C:5]1[C:13]2[C:8](=[N:9][C:10]([NH:16][S:17]([CH3:20])(=[O:19])=[O:18])=[C:11]([CH2:14][CH3:15])[CH:12]=2)[O:7][C:6]=1[C:21]1[CH:26]=[CH:25][C:24]([F:27])=[CH:23][CH:22]=1)=[O:4].[Br:28][CH2:29][CH2:30][CH2:31][CH2:32]Br.C(=O)([O-])[O-].[Cs+].[Cs+].O=[N+]([O-])[O-].[O-][N+](=O)[O-].[O-][N+](=O)[O-].[O-][N+](=O)[O-].[O-][N+](=O)[O-].[O-][N+](=O)[O-].[Ce+4].[NH4+].[NH4+]. (5) The reactants are CS([Cl:5])(=O)=O.[NH:6]1[C:10]2=[N+:11]([O-])[CH:12]=[CH:13][CH:14]=[C:9]2[CH:8]=[CH:7]1. The catalyst is CN(C=O)C. The product is [Cl:5][C:14]1[CH:13]=[CH:12][N:11]=[C:10]2[NH:6][CH:7]=[CH:8][C:9]=12. The yield is 0.810. (6) The reactants are CC1(C)[O:7][CH2:6][CH:5]([C:8]2[CH:9]=[C:10]([C:14]3[N:23]=[C:22]([NH:24][CH2:25][C:26]4[CH:31]=[CH:30][CH:29]=[CH:28][N:27]=4)[C:21]4[C:16](=[CH:17][CH:18]=[CH:19][C:20]=4[C:32]4[CH:37]=[CH:36][CH:35]=[CH:34][CH:33]=4)[N:15]=3)[CH:11]=[N:12][CH:13]=2)[CH2:4][O:3]1.CC1C=CC(S(O)(=O)=O)=CC=1. The catalyst is CO. The product is [C:32]1([C:20]2[CH:19]=[CH:18][CH:17]=[C:16]3[C:21]=2[C:22]([NH:24][CH2:25][C:26]2[CH:31]=[CH:30][CH:29]=[CH:28][N:27]=2)=[N:23][C:14]([C:10]2[CH:9]=[C:8]([CH:5]([CH2:4][OH:3])[CH2:6][OH:7])[CH:13]=[N:12][CH:11]=2)=[N:15]3)[CH:37]=[CH:36][CH:35]=[CH:34][CH:33]=1. The yield is 0.440. (7) The catalyst is C1COCC1.CCOC(C)=O. The reactants are CO[C:3](=[O:14])[C:4]1[CH:9]=[CH:8][C:7]([C:10]#[N:11])=[CH:6][C:5]=1[CH2:12]Br.[CH2:15]([NH2:24])[C:16]1[CH:23]=[CH:22][C:19]([O:20][CH3:21])=[CH:18][CH:17]=1. The yield is 0.560. The product is [CH3:21][O:20][C:19]1[CH:22]=[CH:23][C:16]([CH2:15][N:24]2[CH2:12][C:5]3[C:4](=[CH:9][CH:8]=[C:7]([C:10]#[N:11])[CH:6]=3)[C:3]2=[O:14])=[CH:17][CH:18]=1.